From a dataset of Peptide-MHC class II binding affinity with 134,281 pairs from IEDB. Regression. Given a peptide amino acid sequence and an MHC pseudo amino acid sequence, predict their binding affinity value. This is MHC class II binding data. (1) The peptide sequence is HYLALLVKYAAGDGN. The MHC is HLA-DPA10301-DPB10402 with pseudo-sequence HLA-DPA10301-DPB10402. The binding affinity (normalized) is 0.274. (2) The peptide sequence is ADYLRMWIQAATVMS. The MHC is DRB1_0701 with pseudo-sequence DRB1_0701. The binding affinity (normalized) is 0.675. (3) The peptide sequence is GELQIVDKIDAAFEI. The MHC is DRB1_0701 with pseudo-sequence DRB1_0701. The binding affinity (normalized) is 0.495.